This data is from Catalyst prediction with 721,799 reactions and 888 catalyst types from USPTO. The task is: Predict which catalyst facilitates the given reaction. (1) Reactant: [CH2:1]([O:3][C:4]([C:6]1[N:7]=[CH:8][C:9]2[N:10]([CH3:22])[C:11]3[C:16]([C:17]=2[C:18]=1[OH:19])=[CH:15][C:14](Br)=[CH:13][C:12]=3Br)=[O:5])[CH3:2].C([O-])=O.[NH4+]. Product: [CH2:1]([O:3][C:4]([C:6]1[N:7]=[CH:8][C:9]2[N:10]([CH3:22])[C:11]3[C:16]([C:17]=2[C:18]=1[OH:19])=[CH:15][CH:14]=[CH:13][CH:12]=3)=[O:5])[CH3:2]. The catalyst class is: 45. (2) Reactant: F[B-](F)(F)F.C([PH+](C(C)(C)C)C(C)(C)C)(C)(C)C.[F-].[Cs+].[CH3:21][C:22]1[CH:27]=[CH:26][CH:25]=[C:24]([CH3:28])[C:23]=1B(O)O.Br[C:33]1[C:34]([CH3:43])=[C:35]([CH:40]=[CH:41][CH:42]=1)[C:36]([O:38][CH3:39])=[O:37]. Product: [CH3:43][C:34]1[C:35]([C:36]([O:38][CH3:39])=[O:37])=[CH:40][CH:41]=[CH:42][C:33]=1[C:23]1[C:24]([CH3:28])=[CH:25][CH:26]=[CH:27][C:22]=1[CH3:21]. The catalyst class is: 110. (3) Reactant: [CH3:1][O:2][C:3](=[O:20])[CH2:4][CH2:5][CH2:6][CH2:7][C:8]1[O:9][CH:10]=[C:11]([C:13]2[CH:18]=[CH:17][CH:16]=[CH:15][C:14]=2[NH2:19])[N:12]=1.[F:21][C:22]([F:33])([F:32])[C:23](O[C:23](=[O:24])[C:22]([F:33])([F:32])[F:21])=[O:24]. Product: [CH3:1][O:2][C:3](=[O:20])[CH2:4][CH2:5][CH2:6][CH2:7][C:8]1[O:9][CH:10]=[C:11]([C:13]2[CH:18]=[CH:17][CH:16]=[CH:15][C:14]=2[NH:19][C:23](=[O:24])[C:22]([F:33])([F:32])[F:21])[N:12]=1. The catalyst class is: 28.